Predict the reactants needed to synthesize the given product. From a dataset of Full USPTO retrosynthesis dataset with 1.9M reactions from patents (1976-2016). (1) Given the product [CH2:12]([N:9]1[CH2:10][CH2:11][N:6]([CH2:5][C:4]([NH:18][NH2:19])=[O:16])[C:7](=[O:15])[C:8]1=[O:14])[CH3:13], predict the reactants needed to synthesize it. The reactants are: C(O[C:4](=[O:16])[CH2:5][N:6]1[CH2:11][CH2:10][N:9]([CH2:12][CH3:13])[C:8](=[O:14])[C:7]1=[O:15])C.O.[NH2:18][NH2:19]. (2) Given the product [CH2:1]([O:3][C:4]([N:6]1[C:14]2[C:9](=[CH:10][C:11]([C:15]3[S:19][C:18]([C:20]4[CH:21]=[CH:22][CH:23]=[CH:24][CH:25]=4)=[N:17][C:16]=3[CH3:26])=[CH:12][CH:13]=2)[CH:8]=[C:7]1[C:41]1[C:36]([CH3:35])=[N:37][CH:38]=[CH:39][CH:40]=1)=[O:5])[CH3:2], predict the reactants needed to synthesize it. The reactants are: [CH2:1]([O:3][C:4]([N:6]1[C:14]2[C:9](=[CH:10][C:11]([C:15]3[S:19][C:18]([C:20]4[CH:25]=[CH:24][CH:23]=[CH:22][CH:21]=4)=[N:17][C:16]=3[CH3:26])=[CH:12][CH:13]=2)[CH:8]=[C:7]1OS(C(F)(F)F)(=O)=O)=[O:5])[CH3:2].[CH3:35][C:36]1[C:41](B(O)O)=[CH:40][CH:39]=[CH:38][N:37]=1.CCO.C([O-])(O)=O.[Na+]. (3) Given the product [F:1][C@H:2]1[CH2:6][N:5]([S:41]([C:38]2[CH:39]=[CH:40][C:35]([F:34])=[CH:36][CH:37]=2)(=[O:43])=[O:42])[C@H:4]([C:7]([NH:9][CH2:10][C:11]2[CH:16]=[C:15]([C:17]3[CH:22]=[N:21][C:20]([C:23]([F:26])([F:25])[F:24])=[N:19][CH:18]=3)[N:14]=[CH:13][N:12]=2)=[O:8])[CH2:3]1, predict the reactants needed to synthesize it. The reactants are: [F:1][C@H:2]1[CH2:6][NH:5][C@H:4]([C:7]([NH:9][CH2:10][C:11]2[CH:16]=[C:15]([C:17]3[CH:18]=[N:19][C:20]([C:23]([F:26])([F:25])[F:24])=[N:21][CH:22]=3)[N:14]=[CH:13][N:12]=2)=[O:8])[CH2:3]1.C(N(CC)CC)C.[F:34][C:35]1[CH:40]=[CH:39][C:38]([S:41](Cl)(=[O:43])=[O:42])=[CH:37][CH:36]=1. (4) The reactants are: [OH-].[NH3+]N.[CH:4]([C@@:6]12[CH2:23][CH2:22][C:21]3[CH:20]=[C:19]([O:24][CH3:25])[CH:18]=[CH:17][C:16]=3[C@@H:15]1[CH:14]([OH:26])[CH2:13][C@@:11]1([CH3:12])[C@H:7]2[CH2:8][CH2:9][C@@H:10]1[O:27][CH:28]1[CH2:33][CH2:32][CH2:31][CH2:30][O:29]1)=O.[OH-].[K+].S(=O)(=O)(O)O. Given the product [CH3:25][O:24][C:19]1[CH:18]=[CH:17][C:16]2[C@H:15]3[C@:6]([CH3:4])([C@H:7]4[C@@:11]([CH2:13][CH:14]3[OH:26])([CH3:12])[C@@H:10]([O:27][CH:28]3[CH2:33][CH2:32][CH2:31][CH2:30][O:29]3)[CH2:9][CH2:8]4)[CH2:23][CH2:22][C:21]=2[CH:20]=1, predict the reactants needed to synthesize it.